Task: Regression. Given a peptide amino acid sequence and an MHC pseudo amino acid sequence, predict their binding affinity value. This is MHC class I binding data.. Dataset: Peptide-MHC class I binding affinity with 185,985 pairs from IEDB/IMGT (1) The peptide sequence is RVFGFRTAK. The MHC is HLA-A02:03 with pseudo-sequence HLA-A02:03. The binding affinity (normalized) is 0.0847. (2) The peptide sequence is PLILAYFPVFRFL. The MHC is HLA-A26:01 with pseudo-sequence HLA-A26:01. The binding affinity (normalized) is 0.0603. (3) The peptide sequence is SELVIGAVII. The MHC is HLA-B18:01 with pseudo-sequence HLA-B18:01. The binding affinity (normalized) is 0.00539. (4) The MHC is HLA-A02:01 with pseudo-sequence HLA-A02:01. The binding affinity (normalized) is 0.0847. The peptide sequence is KMYWITRSK. (5) The peptide sequence is TRQQTSFPF. The MHC is HLA-B18:01 with pseudo-sequence HLA-B18:01. The binding affinity (normalized) is 0.531. (6) The peptide sequence is ITWPRTRHW. The MHC is HLA-B57:01 with pseudo-sequence HLA-B57:01. The binding affinity (normalized) is 0.677. (7) The peptide sequence is RPRGEVRFL. The MHC is HLA-B08:01 with pseudo-sequence HLA-B08:01. The binding affinity (normalized) is 0.244. (8) The peptide sequence is QIAILVTTV. The MHC is HLA-A68:02 with pseudo-sequence HLA-A68:02. The binding affinity (normalized) is 0.288. (9) The peptide sequence is VGVGASRV. The MHC is H-2-Kb with pseudo-sequence H-2-Kb. The binding affinity (normalized) is 0.123.